The task is: Predict which catalyst facilitates the given reaction.. This data is from Catalyst prediction with 721,799 reactions and 888 catalyst types from USPTO. (1) Reactant: [OH:1][N:2]=[C:3]([C:5]1[N:6]=[N:7][C:8]([N:11]2[CH2:16][CH2:15][CH:14]([O:17][C:18]3[CH:23]=[CH:22][CH:21]=[CH:20][C:19]=3[C:24]([F:27])([F:26])[F:25])[CH2:13][CH2:12]2)=[CH:9][CH:10]=1)[NH2:4].[CH:28](OCC)(OCC)OCC.B(F)(F)F.CCOCC. Product: [O:1]1[CH:28]=[N:4][C:3]([C:5]2[N:6]=[N:7][C:8]([N:11]3[CH2:16][CH2:15][CH:14]([O:17][C:18]4[CH:23]=[CH:22][CH:21]=[CH:20][C:19]=4[C:24]([F:27])([F:26])[F:25])[CH2:13][CH2:12]3)=[CH:9][CH:10]=2)=[N:2]1. The catalyst class is: 1. (2) Reactant: [CH2:1]([N:4]1[CH2:9][CH2:8][O:7][C:6]2[CH:10]=[CH:11][C:12]([C:15]3[N:20]4[N:21]=[C:22]([C:24]5[CH:29]=[CH:28][CH:27]=[C:26](Br)[CH:25]=5)[CH:23]=[C:19]4[N:18]=[C:17]([CH3:31])[C:16]=3[C@H:32]([O:37][C:38]([CH3:41])([CH3:40])[CH3:39])[C:33]([O:35][CH3:36])=[O:34])=[C:13]([Cl:14])[C:5]1=2)[CH:2]=[CH2:3].[CH2:42]([C:46]1[CH:51]=[CH:50][CH:49]=[CH:48][C:47]=1B(OC)OC)[CH2:43][CH:44]=[CH2:45].C([O-])([O-])=O.[K+].[K+]. Product: [CH2:1]([N:4]1[CH2:9][CH2:8][O:7][C:6]2[CH:10]=[CH:11][C:12]([C:15]3[N:20]4[N:21]=[C:22]([C:24]5[CH:25]=[C:26]([C:47]6[CH:48]=[CH:49][CH:50]=[CH:51][C:46]=6[CH2:42][CH2:43][CH:44]=[CH2:45])[CH:27]=[CH:28][CH:29]=5)[CH:23]=[C:19]4[N:18]=[C:17]([CH3:31])[C:16]=3[C@H:32]([O:37][C:38]([CH3:41])([CH3:40])[CH3:39])[C:33]([O:35][CH3:36])=[O:34])=[C:13]([Cl:14])[C:5]1=2)[CH:2]=[CH2:3]. The catalyst class is: 128. (3) Reactant: Cl[C:2]1[N:31]=[CH:30][C:5]2[N:6]=[C:7]([C:12]3[CH:17]=[CH:16][C:15]([O:18][CH:19]4[CH2:24][CH2:23][N:22]([CH:25]5[CH2:29][CH2:28][CH2:27][CH2:26]5)[CH2:21][CH2:20]4)=[CH:14][CH:13]=3)[N:8]([CH3:11])[C:9](=[O:10])[C:4]=2[CH:3]=1.C(N(CC)CC)C.[H][H]. Product: [CH:25]1([N:22]2[CH2:21][CH2:20][CH:19]([O:18][C:15]3[CH:14]=[CH:13][C:12]([C:7]4[N:8]([CH3:11])[C:9](=[O:10])[C:4]5[CH:3]=[CH:2][N:31]=[CH:30][C:5]=5[N:6]=4)=[CH:17][CH:16]=3)[CH2:24][CH2:23]2)[CH2:26][CH2:27][CH2:28][CH2:29]1. The catalyst class is: 586. (4) Reactant: [F:1][C:2]1[CH:7]=[CH:6][CH:5]=[C:4]([F:8])[C:3]=1[OH:9].[CH2:10]1N2CN3CN(C2)CN1C3.Cl.[OH-:21].[Na+]. Product: [F:1][C:2]1[CH:7]=[C:6]([CH:5]=[C:4]([F:8])[C:3]=1[OH:9])[CH:10]=[O:21]. The catalyst class is: 55. (5) Reactant: [F:1][C:2]([F:7])([F:6])[C:3]([OH:5])=[O:4].[C:8]([C:10]1[CH:11]=[C:12]([C:20]2[O:24][N:23]=[C:22]([C:25]3[C:42]([CH3:43])=[CH:41][C:28]4[CH2:29][CH2:30][N:31](C(OC(C)(C)C)=O)[CH2:32][CH2:33][C:27]=4[CH:26]=3)[N:21]=2)[CH:13]=[CH:14][C:15]=1[O:16][CH:17]([CH3:19])[CH3:18])#[N:9]. Product: [F:1][C:2]([F:7])([F:6])[C:3]([OH:5])=[O:4].[CH3:19][CH:17]([O:16][C:15]1[CH:14]=[CH:13][C:12]([C:20]2[O:24][N:23]=[C:22]([C:25]3[C:42]([CH3:43])=[CH:41][C:28]4[CH2:29][CH2:30][NH:31][CH2:32][CH2:33][C:27]=4[CH:26]=3)[N:21]=2)=[CH:11][C:10]=1[C:8]#[N:9])[CH3:18]. The catalyst class is: 2. (6) Reactant: Br[C:2]1[CH:30]=[CH:29][C:5]2[N:6]([CH2:21][O:22][CH2:23][CH2:24][Si:25]([CH3:28])([CH3:27])[CH3:26])[C:7]([C@@H:9]3[CH2:13][CH2:12][CH2:11][N:10]3[C:14]([O:16][C:17]([CH3:20])([CH3:19])[CH3:18])=[O:15])=[N:8][C:4]=2[CH:3]=1.[C:31]([O:35][CH2:36][CH3:37])(=[O:34])[CH:32]=[CH2:33].F[B-](F)(F)F.C([PH+](C(C)(C)C)C(C)(C)C)(C)(C)C.C1(CNCC2CCCCC2)CCCCC1. Product: [CH2:36]([O:35][C:31](=[O:34])/[CH:32]=[CH:33]/[C:2]1[CH:30]=[CH:29][C:5]2[N:6]([CH2:21][O:22][CH2:23][CH2:24][Si:25]([CH3:26])([CH3:28])[CH3:27])[C:7]([C@@H:9]3[CH2:13][CH2:12][CH2:11][N:10]3[C:14]([O:16][C:17]([CH3:18])([CH3:20])[CH3:19])=[O:15])=[N:8][C:4]=2[CH:3]=1)[CH3:37]. The catalyst class is: 443. (7) Reactant: Cl.[NH:2]1[CH:6]=[C:5]([CH2:7][OH:8])[N:4]=[CH:3]1.N1C=CN=C1.[Si:14](Cl)([C:17]([CH3:20])([CH3:19])[CH3:18])([CH3:16])[CH3:15].O. Product: [NH:2]1[CH:6]=[C:5]([CH2:7][O:8][Si:14]([C:17]([CH3:20])([CH3:19])[CH3:18])([CH3:16])[CH3:15])[N:4]=[CH:3]1. The catalyst class is: 9.